This data is from Forward reaction prediction with 1.9M reactions from USPTO patents (1976-2016). The task is: Predict the product of the given reaction. Given the reactants [CH3:1][O:2][C:3]1[CH:4]=[C:5]([CH:14]=[CH:15][C:16]=1[O:17][CH3:18])[CH:6]=[N:7][CH2:8][CH:9]([O:12][CH3:13])[O:10][CH3:11].[BH4-].[Na+], predict the reaction product. The product is: [CH3:1][O:2][C:3]1[CH:4]=[C:5]([CH:14]=[CH:15][C:16]=1[O:17][CH3:18])[CH2:6][NH:7][CH2:8][CH:9]([O:10][CH3:11])[O:12][CH3:13].